This data is from Forward reaction prediction with 1.9M reactions from USPTO patents (1976-2016). The task is: Predict the product of the given reaction. (1) Given the reactants C([Li])CCC.[Cl:6][C:7]1[C:16]2[C:11](=[CH:12][CH:13]=[C:14](I)[CH:15]=2)[N:10]=[C:9]([O:18][CH3:19])[C:8]=1[CH2:20][C:21]1[CH:29]=[CH:28][C:24]([N:25]([CH3:27])[CH3:26])=[CH:23][CH:22]=1.[CH3:30][C:31]1[C:36]([C:37]([C:39]2[N:43]([CH3:44])[N:42]=[N:41][CH:40]=2)=[O:38])=[CH:35][CH:34]=[C:33]([CH3:45])[N:32]=1, predict the reaction product. The product is: [Cl:6][C:7]1[C:16]2[C:11](=[CH:12][CH:13]=[C:14]([C:37]([C:36]3[C:31]([CH3:30])=[N:32][C:33]([CH3:45])=[CH:34][CH:35]=3)([C:39]3[N:43]([CH3:44])[N:42]=[N:41][CH:40]=3)[OH:38])[CH:15]=2)[N:10]=[C:9]([O:18][CH3:19])[C:8]=1[CH2:20][C:21]1[CH:29]=[CH:28][C:24]([N:25]([CH3:27])[CH3:26])=[CH:23][CH:22]=1. (2) Given the reactants [CH2:1]([O:3][C:4]([C@@H:6]1[CH2:12][C:9]2([CH2:11][CH2:10]2)[CH2:8][C@H:7]1[C:13](O)=[O:14])=[O:5])[CH3:2].CN1CCOCC1.ClC(OCC(C)C)=O.[BH4-].[Na+], predict the reaction product. The product is: [OH:14][CH2:13][CH:7]1[CH2:8][C:9]2([CH2:10][CH2:11]2)[CH2:12][CH:6]1[C:4]([O:3][CH2:1][CH3:2])=[O:5]. (3) The product is: [CH2:1]([O:3][C:4]1[N:13]=[CH:12][CH:11]=[C:10]2[C:5]=1[CH:6]([C:22]1[CH:23]=[CH:24][CH:25]=[C:26]3[C:31]=1[O:30][C:29]([CH3:32])=[CH:28][C:27]3=[O:33])[C:7]([C:15]([OH:17])=[O:16])=[C:8]([CH3:14])[NH:9]2)[CH3:2]. Given the reactants [CH2:1]([O:3][C:4]1[N:13]=[CH:12][CH:11]=[C:10]2[C:5]=1[CH:6]([C:22]1[CH:23]=[CH:24][CH:25]=[C:26]3[C:31]=1[O:30][C:29]([CH3:32])=[CH:28][C:27]3=[O:33])[C:7]([C:15]([O:17]CCC#N)=[O:16])=[C:8]([CH3:14])[NH:9]2)[CH3:2].[OH-].[Na+].C(OCC)C, predict the reaction product. (4) Given the reactants Br[C:2]1[CH:3]=[N:4][C:5]2[N:6]([CH:8]=[C:9]([CH2:11][O:12][C:13]3[CH:14]=[N:15][CH:16]=[CH:17][CH:18]=3)[N:10]=2)[CH:7]=1.[F:19][C:20]1[CH:25]=[CH:24][C:23](B(O)O)=[C:22]([O:29][CH3:30])[CH:21]=1, predict the reaction product. The product is: [F:19][C:20]1[CH:25]=[CH:24][C:23]([C:2]2[CH:3]=[N:4][C:5]3[N:6]([CH:8]=[C:9]([CH2:11][O:12][C:13]4[CH:14]=[N:15][CH:16]=[CH:17][CH:18]=4)[N:10]=3)[CH:7]=2)=[C:22]([O:29][CH3:30])[CH:21]=1.